From a dataset of Reaction yield outcomes from USPTO patents with 853,638 reactions. Predict the reaction yield, written as a fraction of the theoretical maximum amount of product (1.0 means a 100% yield; for example, 0.34 means a 34% yield). (1) The reactants are [Cl:1][C:2]1[CH:7]=[CH:6][C:5]([N:8]2[CH2:14][C@@H:13]([CH3:15])[C:12]3=[N:16][N:17]=[C:18]([CH3:19])[N:11]3[C:10]3[CH:20]=[CH:21][C:22](B4OC(C)(C)C(C)(C)O4)=[CH:23][C:9]2=3)=[CH:4][CH:3]=1.Br[C:34]1[CH:35]=[CH:36][C:37](=[O:41])[NH:38][C:39]=1[CH3:40].C(=O)([O-])[O-].[Cs+].[Cs+].O. The catalyst is O1CCOCC1.O.C1C=CC(P(C2C=CC=CC=2)[C-]2C=CC=C2)=CC=1.C1C=CC(P(C2C=CC=CC=2)[C-]2C=CC=C2)=CC=1.Cl[Pd]Cl.[Fe+2]. The product is [Cl:1][C:2]1[CH:7]=[CH:6][C:5]([N:8]2[CH2:14][C@@H:13]([CH3:15])[C:12]3=[N:16][N:17]=[C:18]([CH3:19])[N:11]3[C:10]3[CH:20]=[CH:21][C:22]([C:34]4[CH:35]=[CH:36][C:37](=[O:41])[NH:38][C:39]=4[CH3:40])=[CH:23][C:9]2=3)=[CH:4][CH:3]=1. The yield is 0.170. (2) The reactants are [Cl:1][C:2]1[N:7]=[CH:6][C:5]([C:8]2[CH:20]=[CH:19][C:11]3[N:12]=[C:13]([NH:15][C:16](=[O:18])[CH3:17])[S:14][C:10]=3[CH:9]=2)=[CH:4][C:3]=1[O:21][CH2:22][O:23]CCOC.Cl.[CH3:29]C(OC(C)=O)=O. No catalyst specified. The product is [C:22]([O:21][C:3]1[C:2]([Cl:1])=[N:7][CH:6]=[C:5]([C:8]2[CH:20]=[CH:19][C:11]3[N:12]=[C:13]([NH:15][C:16](=[O:18])[CH3:17])[S:14][C:10]=3[CH:9]=2)[CH:4]=1)(=[O:23])[CH3:29]. The yield is 0.518. (3) The reactants are C(OC([Cl:6])=O)C.[CH2:7]([NH:9][C:10]([CH:12]1[CH2:15][C:14]([F:29])([C:16]2[CH:21]=[CH:20][C:19]([CH2:22]N3CCCC3)=[C:18]([F:28])[CH:17]=2)[CH2:13]1)=[O:11])[CH3:8]. The catalyst is ClCCCl. The product is [CH2:7]([NH:9][C:10]([CH:12]1[CH2:15][C:14]([C:16]2[CH:21]=[CH:20][C:19]([CH2:22][Cl:6])=[C:18]([F:28])[CH:17]=2)([F:29])[CH2:13]1)=[O:11])[CH3:8]. The yield is 0.750. (4) The reactants are [NH:1]1[CH2:6][CH2:5][O:4][CH2:3][CH2:2]1.Br[CH2:8][C:9]1[CH:10]=[CH:11][C:12]([Cl:15])=[N:13][CH:14]=1.O. The catalyst is C(Cl)(Cl)(Cl)Cl. The product is [Cl:15][C:12]1[N:13]=[CH:14][C:9]([CH2:8][N:1]2[CH2:6][CH2:5][O:4][CH2:3][CH2:2]2)=[CH:10][CH:11]=1. The yield is 0.210. (5) The reactants are [CH3:1][S:2](Cl)(=[O:4])=[O:3].[F:6][C:7]([F:26])([F:25])[C:8]1[N:12]2[N:13]=[C:14]([N:17]3[CH2:22][CH2:21][CH:20]([CH2:23][OH:24])[CH2:19][CH2:18]3)[CH:15]=[CH:16][C:11]2=[N:10][N:9]=1.C(N(CC)CC)C. The catalyst is C(Cl)Cl. The product is [CH3:1][S:2]([O:24][CH2:23][CH:20]1[CH2:21][CH2:22][N:17]([C:14]2[CH:15]=[CH:16][C:11]3[N:12]([C:8]([C:7]([F:6])([F:25])[F:26])=[N:9][N:10]=3)[N:13]=2)[CH2:18][CH2:19]1)(=[O:4])=[O:3]. The yield is 0.604. (6) The catalyst is CN(C=O)C. The product is [CH:15]([N:4]1[C:3](=[O:18])[C:2]([NH:19][CH:20]2[CH2:25][CH2:24][N:23]([CH2:26][CH2:27][C:28]#[N:29])[CH2:22][CH2:21]2)=[C:6]([C:7]2[CH:12]=[CH:11][CH:10]=[CH:9][CH:8]=2)[S:5]1(=[O:14])=[O:13])([CH3:17])[CH3:16]. The yield is 0.890. The reactants are Cl[C:2]1[C:3](=[O:18])[N:4]([CH:15]([CH3:17])[CH3:16])[S:5](=[O:14])(=[O:13])[C:6]=1[C:7]1[CH:12]=[CH:11][CH:10]=[CH:9][CH:8]=1.[NH2:19][CH:20]1[CH2:25][CH2:24][N:23]([CH2:26][CH2:27][C:28]#[N:29])[CH2:22][CH2:21]1.O. (7) The reactants are C[O:2][C:3]([NH:5][C@H:6]([C:10]([N:12]1[CH2:16][CH2:15][CH2:14][CH:13]1[C:17]1[NH:18][C:19]([C:22]2[CH:27]=[C:26]3[CH2:28][O:29][C:30]4[CH:54]=[C:53]5[C:33]([CH:34]=[CH:35][C:36]6[N:40]=[C:39]([CH:41]7[CH2:45][CH2:44][CH2:43][N:42]7[C:46](OC(C)(C)C)=[O:47])[NH:38][C:37]=65)=[CH:32][C:31]=4[C:25]3=[CH:24][CH:23]=2)=[CH:20][N:21]=1)=[O:11])[CH:7]([CH3:9])[CH3:8])=[O:4].Cl.[CH3:56][O:57][C:58]([NH:60][C@H:61]([C:65]1[CH:70]=[CH:69][CH:68]=[CH:67][CH:66]=1)C(O)=O)=[O:59].CCOC(C(C#N)=NOC(N1CCOCC1)=[N+](C)C)=O.F[P-](F)(F)(F)(F)F.C(N(C(C)C)CC)(C)C. The catalyst is CN(C=O)C.C(OCC)(=O)C.C(O)C. The product is [CH3:56][O:57][C:58]([NH:60][CH:61]([C:65]1[CH:70]=[CH:69][CH:68]=[CH:67][CH:66]=1)[C:46]([N:42]1[CH2:43][CH2:44][CH2:45][CH:41]1[C:39]1[NH:38][C:37]2[C:53]3[C:33]([CH:34]=[CH:35][C:36]=2[N:40]=1)=[CH:32][C:31]1[C:25]2[C:26]([CH2:28][O:29][C:30]=1[CH:54]=3)=[CH:27][C:22]([C:19]1[NH:18][C:17]([CH:13]3[CH2:14][CH2:15][CH2:16][N:12]3[C:10](=[O:11])[CH:6]([NH:5][C:3](=[O:4])[OH:2])[CH:7]([CH3:8])[CH3:9])=[N:21][CH:20]=1)=[CH:23][CH:24]=2)=[O:47])=[O:59]. The yield is 0.450. (8) The reactants are [Cl:1][C:2]1[C:7]([Cl:8])=[C:6]([Cl:9])[CH:5]=[C:4]([N+:10]([O-])=O)[C:3]=1[NH2:13].S(S([O-])=O)([O-])=O.[Na+].[Na+].[CH:22](OC)(OC)OC.CN(C=O)C. The catalyst is C(O)(=O)C. The product is [Cl:1][C:2]1[C:3]2[N:13]=[CH:22][NH:10][C:4]=2[CH:5]=[C:6]([Cl:9])[C:7]=1[Cl:8]. The yield is 0.430. (9) The reactants are [Si]([O:8][CH2:9][C@@H:10]([CH3:23])[CH2:11][N:12]1[C:17]2[CH:18]=[CH:19][CH:20]=[CH:21][C:16]=2[O:15][CH2:14][C:13]1=[O:22])(C(C)(C)C)(C)C.CCCC[N+](CCCC)(CCCC)CCCC.[F-]. The catalyst is C1COCC1. The product is [OH:8][CH2:9][C@@H:10]([CH3:23])[CH2:11][N:12]1[C:17]2[CH:18]=[CH:19][CH:20]=[CH:21][C:16]=2[O:15][CH2:14][C:13]1=[O:22]. The yield is 0.980.